This data is from CYP2D6 inhibition data for predicting drug metabolism from PubChem BioAssay. The task is: Regression/Classification. Given a drug SMILES string, predict its absorption, distribution, metabolism, or excretion properties. Task type varies by dataset: regression for continuous measurements (e.g., permeability, clearance, half-life) or binary classification for categorical outcomes (e.g., BBB penetration, CYP inhibition). Dataset: cyp2d6_veith. (1) The molecule is CCn1c(COc2ccc(C)cc2)nnc1SCc1ccc(C#N)cc1. The result is 0 (non-inhibitor). (2) The compound is N#CCCn1c(=O)c(CCc2ccccc2)nc2cnc(Oc3cccc(Cl)c3)nc21. The result is 0 (non-inhibitor).